From a dataset of Full USPTO retrosynthesis dataset with 1.9M reactions from patents (1976-2016). Predict the reactants needed to synthesize the given product. (1) Given the product [F:1][C:2]1[CH:3]=[C:4]([CH2:8][C:9]([C:17]2[CH:18]=[CH:19][C:14]([O:13][CH3:12])=[CH:15][C:16]=2[OH:20])=[O:11])[CH:5]=[CH:6][CH:7]=1, predict the reactants needed to synthesize it. The reactants are: [F:1][C:2]1[CH:3]=[C:4]([CH2:8][C:9]([OH:11])=O)[CH:5]=[CH:6][CH:7]=1.[CH3:12][O:13][C:14]1[CH:15]=[C:16]([OH:20])[CH:17]=[CH:18][CH:19]=1.B(F)(F)F.CCOCC. (2) Given the product [C:4]([C:3]1[CH:6]=[CH:7][C:8]([O:10][CH2:27][C:24]([OH:25])([CH3:26])[C:22]([NH:21][C:14]2[CH:15]=[CH:16][C:17]([N+:18]([O-:20])=[O:19])=[C:12]([CH3:11])[CH:13]=2)=[O:23])=[CH:9][C:2]=1[F:1])#[N:5], predict the reactants needed to synthesize it. The reactants are: [F:1][C:2]1[CH:9]=[C:8]([OH:10])[CH:7]=[CH:6][C:3]=1[C:4]#[N:5].[CH3:11][C:12]1[CH:13]=[C:14]([NH:21][C:22]([C:24]2([CH3:27])[CH2:26][O:25]2)=[O:23])[CH:15]=[CH:16][C:17]=1[N+:18]([O-:20])=[O:19]. (3) Given the product [CH3:35][CH2:34][NH:36][C:37]([NH:1][C:2]1[CH:3]=[CH:4][C:5]([C:8]2[C:12]([C:13]3[CH:18]=[CH:17][N:16]=[C:15]4[C:14]=3[CH:21]=[C:20]([C:22]3[CH:27]=[CH:26][C:25]([CH2:28][N:29]([CH3:30])[CH3:31])=[CH:24][CH:23]=3)[NH:19]4)=[CH:11][N:10]([CH2:32][CH3:33])[N:9]=2)=[CH:6][CH:7]=1)=[O:38], predict the reactants needed to synthesize it. The reactants are: [NH2:1][C:2]1[CH:7]=[CH:6][C:5]([C:8]2[C:12]([C:13]3[CH:18]=[CH:17][N:16]=[C:15]4[NH:19][C:20]([C:22]5[CH:27]=[CH:26][C:25]([CH2:28][N:29]([CH3:31])[CH3:30])=[CH:24][CH:23]=5)=[CH:21][C:14]=34)=[CH:11][N:10]([CH2:32][CH3:33])[N:9]=2)=[CH:4][CH:3]=1.[CH2:34]([N:36]=[C:37]=[O:38])[CH3:35]. (4) Given the product [OH:24][CH:25]1[CH2:30][CH2:29][N:28]([C:2]2[CH:3]=[N:4][C:5]3[C:10]([CH:11]=2)=[CH:9][C:8]([CH2:12][C:13]([O:15][CH3:16])=[O:14])=[CH:7][CH:6]=3)[CH2:27][CH2:26]1, predict the reactants needed to synthesize it. The reactants are: Br[C:2]1[CH:3]=[N:4][C:5]2[C:10]([CH:11]=1)=[CH:9][C:8]([CH2:12][C:13]([O:15][CH3:16])=[O:14])=[CH:7][CH:6]=2.[Si]([O:24][CH:25]1[CH2:30][CH2:29][NH:28][CH2:27][CH2:26]1)(C(C)(C)C)(C)C.CC1(C)C2C(=C(P(C3C=CC=CC=3)C3C=CC=CC=3)C=CC=2)OC2C(P(C3C=CC=CC=3)C3C=CC=CC=3)=CC=CC1=2.C(O[Na])(C)(C)C. (5) Given the product [Br:40][C:20]1[N:19]2[C:14]3[CH:13]=[CH:12][N:11]([S:1]([C:4]4[CH:5]=[CH:6][C:7]([CH3:8])=[CH:9][CH:10]=4)(=[O:2])=[O:3])[C:15]=3[N:16]=[CH:17][C:18]2=[C:22]([C:23]2[CH:28]=[CH:27][C:26]([C:29]([OH:32])([CH3:30])[CH3:31])=[CH:25][CH:24]=2)[N:21]=1, predict the reactants needed to synthesize it. The reactants are: [S:1]([N:11]1[C:15]2[N:16]=[CH:17][C:18]3[N:19]([CH:20]=[N:21][C:22]=3[C:23]3[CH:28]=[CH:27][C:26]([C:29]([OH:32])([CH3:31])[CH3:30])=[CH:25][CH:24]=3)[C:14]=2[CH:13]=[CH:12]1)([C:4]1[CH:10]=[CH:9][C:7]([CH3:8])=[CH:6][CH:5]=1)(=[O:3])=[O:2].C1C(=O)N([Br:40])C(=O)C1. (6) Given the product [OH:8][CH2:9][CH2:10][NH:11][CH:12]1[CH2:16][CH2:15][N:14]([C:17]2[CH:30]=[C:29]([O:31][CH3:32])[C:28]([O:33][CH3:34])=[CH:27][C:18]=2/[CH:19]=[C:20]2/[C:21](=[O:26])[NH:22][C:23](=[O:25])[S:24]/2)[CH2:13]1, predict the reactants needed to synthesize it. The reactants are: [Si]([O:8][CH2:9][CH2:10][NH:11][CH:12]1[CH2:16][CH2:15][N:14]([C:17]2[CH:30]=[C:29]([O:31][CH3:32])[C:28]([O:33][CH3:34])=[CH:27][C:18]=2/[CH:19]=[C:20]2/[C:21](=[O:26])[NH:22][C:23](=[O:25])[S:24]/2)[CH2:13]1)(C(C)(C)C)(C)C. (7) Given the product [C:9]([O:13][C:14]([N:16]1[CH:20]=[CH:19][C:18]([NH:21][CH:2]([CH3:4])[CH3:1])=[N:17]1)=[O:15])([CH3:12])([CH3:10])[CH3:11], predict the reactants needed to synthesize it. The reactants are: [CH3:1][C:2]([CH3:4])=O.C(O)(=O)C.[C:9]([O:13][C:14]([N:16]1[CH:20]=[CH:19][C:18]([NH2:21])=[N:17]1)=[O:15])([CH3:12])([CH3:11])[CH3:10].C(O[BH-](OC(=O)C)OC(=O)C)(=O)C.[Na+]. (8) The reactants are: [N:1]1[CH:6]=[CH:5][C:4](/[CH:7]=[CH:8]/[C:9]([O:11][CH2:12][CH3:13])=[O:10])=[CH:3][CH:2]=1.[H][H]. Given the product [N:1]1[CH:6]=[CH:5][C:4]([CH2:7][CH2:8][C:9]([O:11][CH2:12][CH3:13])=[O:10])=[CH:3][CH:2]=1, predict the reactants needed to synthesize it.